From a dataset of Forward reaction prediction with 1.9M reactions from USPTO patents (1976-2016). Predict the product of the given reaction. (1) Given the reactants [CH:1]1([C:7]2[C:8]3[CH:30]=[CH:29][CH:28]=[CH:27][C:9]=3[N:10]([CH2:19][C:20]([CH:22]3[CH2:26][CH2:25][CH2:24][CH2:23]3)=[O:21])[C:11](=[O:18])[N:12]([CH2:14][C:15](O)=[O:16])[N:13]=2)[CH2:6][CH2:5][CH2:4][CH2:3][CH2:2]1.S(Cl)(Cl)=O.[NH2:35][C:36]1[CH:37]=[C:38]([C:42]2[NH:43][O:44][C:45](=[O:47])[N:46]=2)[CH:39]=[CH:40][CH:41]=1.Cl.CCN(C(C)C)C(C)C, predict the reaction product. The product is: [CH:1]1([C:7]2[C:8]3[CH:30]=[CH:29][CH:28]=[CH:27][C:9]=3[N:10]([CH2:19][C:20]([CH:22]3[CH2:23][CH2:24][CH2:25][CH2:26]3)=[O:21])[C:11](=[O:18])[N:12]([CH2:14][C:15]([NH:35][C:36]3[CH:41]=[CH:40][CH:39]=[C:38]([C:42]4[NH:43][O:44][C:45](=[O:47])[N:46]=4)[CH:37]=3)=[O:16])[N:13]=2)[CH2:2][CH2:3][CH2:4][CH2:5][CH2:6]1. (2) The product is: [CH2:1]([O:8][C:9]([N:11]1[CH2:17][CH2:16][CH2:15][CH:14]([NH:18][C:46](=[O:47])[CH:49]([O:55][C:56]([N:58]2[CH2:59][CH2:60][O:61][CH2:62][CH2:63]2)=[O:57])[CH2:50][C:51]([CH3:54])([CH3:53])[CH3:52])[C:13](=[O:21])[CH2:12]1)=[O:10])[C:2]1[CH:7]=[CH:6][CH:5]=[CH:4][CH:3]=1. Given the reactants [CH2:1]([O:8][C:9]([N:11]1[CH2:17][CH2:16][CH2:15][CH:14]([N:18]=[N+]=[N-])[CH:13]([OH:21])[CH2:12]1)=[O:10])[C:2]1[CH:7]=[CH:6][CH:5]=[CH:4][CH:3]=1.C(S)CCS.C(OC(N1CCCC(N)C(O)C1)=O)C1C=CC=CC=1.[C:46]([CH:49]([O:55][C:56]([N:58]1[CH2:63][CH2:62][O:61][CH2:60][CH2:59]1)=[O:57])[CH2:50][C:51]([CH3:54])([CH3:53])[CH3:52])(O)=[O:47].C(Cl)CCl.C1C=CC2N(O)N=NC=2C=1.CN1CCOCC1, predict the reaction product. (3) Given the reactants [OH-].[Na+].[O:3]=[CH:4][C@@H:5]([C@H:7]([C@@H:9]([CH2:11][OH:12])[OH:10])[OH:8])[OH:6].C(=O)C1OC=CC=1, predict the reaction product. The product is: [CH2:4]([OH:3])[C@@H:5]([C@H:7]([C@@H:9]([CH2:11][OH:12])[OH:10])[OH:8])[OH:6]. (4) Given the reactants [F:1][C:2]1[CH:3]=[C:4]([CH:19]=[CH:20][C:21]=1[F:22])[CH2:5][NH:6][C:7]([C:9]1[CH:14]=[C:13]([CH3:15])[N:12]2[N:16]=[CH:17][CH:18]=[C:11]2[N:10]=1)=[O:8].C(O)(=O)C.[Br:27]Br, predict the reaction product. The product is: [F:1][C:2]1[CH:3]=[C:4]([CH:19]=[CH:20][C:21]=1[F:22])[CH2:5][NH:6][C:7]([C:9]1[CH:14]=[C:13]([CH2:15][Br:27])[N:12]2[N:16]=[CH:17][CH:18]=[C:11]2[N:10]=1)=[O:8]. (5) Given the reactants [NH:1]1[CH2:5][CH2:4][CH2:3][CH:2]1[CH2:6][N:7]1[CH:11]=[C:10]([NH:12][C:13]([C:15]2[N:16]=[CH:17][O:18][C:19]=2[C:20]2[CH:21]=[C:22]([CH3:26])[CH:23]=[CH:24][CH:25]=2)=[O:14])[CH:9]=[N:8]1.Cl[C:28]1[N:33]=[C:32]([O:34][CH3:35])[CH:31]=[C:30]([O:36][CH3:37])[N:29]=1.C([O-])([O-])=O.[Cs+].[Cs+], predict the reaction product. The product is: [CH3:37][O:36][C:30]1[CH:31]=[C:32]([O:34][CH3:35])[N:33]=[C:28]([N:1]2[CH2:5][CH2:4][CH2:3][CH:2]2[CH2:6][N:7]2[CH:11]=[C:10]([NH:12][C:13]([C:15]3[N:16]=[CH:17][O:18][C:19]=3[C:20]3[CH:21]=[C:22]([CH3:26])[CH:23]=[CH:24][CH:25]=3)=[O:14])[CH:9]=[N:8]2)[N:29]=1. (6) Given the reactants [CH3:1][N:2]([CH3:11])[S:3]([N:6]1[CH:10]=[CH:9][CH:8]=[N:7]1)(=[O:5])=[O:4].C([Li])CCC.[Br:17]C(Cl)(Cl)C(Br)(Cl)Cl, predict the reaction product. The product is: [CH3:1][N:2]([CH3:11])[S:3]([N:6]1[CH:10]=[CH:9][C:8]([Br:17])=[N:7]1)(=[O:4])=[O:5].